The task is: Regression. Given a peptide amino acid sequence and an MHC pseudo amino acid sequence, predict their binding affinity value. This is MHC class I binding data.. This data is from Peptide-MHC class I binding affinity with 185,985 pairs from IEDB/IMGT. (1) The peptide sequence is FLRDNRAVL. The MHC is HLA-B15:01 with pseudo-sequence HLA-B15:01. The binding affinity (normalized) is 0.671. (2) The peptide sequence is NPLEIYQEI. The MHC is HLA-B15:01 with pseudo-sequence HLA-B15:01. The binding affinity (normalized) is 0.0847.